Dataset: Peptide-MHC class I binding affinity with 185,985 pairs from IEDB/IMGT. Task: Regression. Given a peptide amino acid sequence and an MHC pseudo amino acid sequence, predict their binding affinity value. This is MHC class I binding data. (1) The peptide sequence is HVLLPFYETL. The MHC is HLA-A02:03 with pseudo-sequence HLA-A02:03. The binding affinity (normalized) is 0.504. (2) The peptide sequence is HPLARTAKV. The MHC is HLA-B15:01 with pseudo-sequence HLA-B15:01. The binding affinity (normalized) is 0.0847. (3) The peptide sequence is LLIDDSFSS. The MHC is HLA-B44:02 with pseudo-sequence HLA-B44:02. The binding affinity (normalized) is 0.0847.